Dataset: P-glycoprotein inhibition data for predicting drug efflux from Broccatelli et al.. Task: Regression/Classification. Given a drug SMILES string, predict its absorption, distribution, metabolism, or excretion properties. Task type varies by dataset: regression for continuous measurements (e.g., permeability, clearance, half-life) or binary classification for categorical outcomes (e.g., BBB penetration, CYP inhibition). Dataset: pgp_broccatelli. (1) The result is 1 (inhibitor). The molecule is C=CCNc1nc(NCC=C)nc(N2CCC(NCC(c3ccc(F)cc3)c3ccc(F)cc3)CC2)n1. (2) The result is 0 (non-inhibitor). The molecule is c1ccc(N2CCNCC2)cc1. (3) The drug is COc1cccc(CN(C)C)c1. The result is 0 (non-inhibitor). (4) The compound is COc1ccc(-c2cc(=O)c3c(OC)c(OC)c(OC)cc3o2)cc1OC. The result is 1 (inhibitor). (5) The drug is Cn1c(=O)c2[nH]cnc2n(C)c1=O. The result is 0 (non-inhibitor). (6) The molecule is COc1ccccc1N1CCN(C[C@H](O)c2oc3ccccc3c2CCc2ccccc2)CC1. The result is 1 (inhibitor). (7) The molecule is O=C1CCc2cc(OCCCCc3nnnn3C3CCCCC3)ccc2N1. The result is 1 (inhibitor). (8) The compound is C=C1C/C(=C\C)C(=O)O[C@H]2CCN3CC=C(COC(=O)[C@]1(C)O)C23. The result is 0 (non-inhibitor). (9) The drug is C[C@H]1[C@@H](NC(=O)/C(=N/OC(C)(C)C(=O)O)c2csc(N)n2)C(=O)N1S(=O)(=O)O. The result is 0 (non-inhibitor). (10) The drug is CC(C)(C)NC(=O)[C@H]1C[C@@H]2CCCC[C@H]2CN1C[C@@H](O)[C@H](Cc1ccccc1)NC(=O)[C@@H](CC(N)=O)NC(=O)c1ccc2ccccc2n1. The result is 1 (inhibitor).